Dataset: CYP3A4 inhibition data for predicting drug metabolism from PubChem BioAssay. Task: Regression/Classification. Given a drug SMILES string, predict its absorption, distribution, metabolism, or excretion properties. Task type varies by dataset: regression for continuous measurements (e.g., permeability, clearance, half-life) or binary classification for categorical outcomes (e.g., BBB penetration, CYP inhibition). Dataset: cyp3a4_veith. (1) The molecule is COc1cc(/C=C(\C#N)c2nc3c(s2)CC(C)CC3)ccc1O. The result is 1 (inhibitor). (2) The drug is CCCC(C(=O)Nc1nccs1)c1ccccc1. The result is 1 (inhibitor). (3) The compound is C[C@@H](Cc1ccc(OCC(=O)[O-])cc1)NC[C@H](O)c1cccc(Cl)c1. The result is 0 (non-inhibitor).